Dataset: Full USPTO retrosynthesis dataset with 1.9M reactions from patents (1976-2016). Task: Predict the reactants needed to synthesize the given product. Given the product [Cl:29][C:30]1[CH:31]=[C:32]([CH:35]=[CH:36][CH:37]=1)[CH2:33][O:25][C:20]1[CH:21]=[CH:22][CH:23]=[CH:24][C:19]=1[CH2:18][C:17]1[C:13]([O:12][C@@H:1]2[O:9][C@H:8]([CH2:10][OH:11])[C@@H:6]([OH:7])[C@H:4]([OH:5])[C@H:2]2[OH:3])=[N:14][NH:15][C:16]=1[CH:26]([CH3:28])[CH3:27], predict the reactants needed to synthesize it. The reactants are: [C@@H:1]1([O:12][C:13]2[C:17]([CH2:18][C:19]3[CH:24]=[CH:23][CH:22]=[CH:21][C:20]=3[OH:25])=[C:16]([CH:26]([CH3:28])[CH3:27])[NH:15][N:14]=2)[O:9][C@H:8]([CH2:10][OH:11])[C@@H:6]([OH:7])[C@H:4]([OH:5])[C@H:2]1[OH:3].[Cl:29][C:30]1[CH:31]=[C:32]([CH:35]=[CH:36][CH:37]=1)[CH2:33]Br.